This data is from Forward reaction prediction with 1.9M reactions from USPTO patents (1976-2016). The task is: Predict the product of the given reaction. Given the reactants [NH2:1][C:2]1[CH:7]=[C:6]([O:8][C:9]2[CH:18]=[C:17]3[C:12]([CH2:13][CH2:14][CH:15]([C:19]([NH:21][C:22]4[CH:27]=[CH:26][CH:25]=[C:24]([C:28]([CH3:31])([CH3:30])[CH3:29])[CH:23]=4)=[O:20])[CH2:16]3)=[CH:11][CH:10]=2)[CH:5]=[CH:4][N:3]=1.[N:32]([CH2:35][CH3:36])=[C:33]=[O:34], predict the reaction product. The product is: [C:28]([C:24]1[CH:23]=[C:22]([NH:21][C:19]([CH:15]2[CH2:14][CH2:13][C:12]3[C:17](=[CH:18][C:9]([O:8][C:6]4[CH:5]=[CH:4][N:3]=[C:2]([NH:1][C:33]([NH:32][CH2:35][CH3:36])=[O:34])[CH:7]=4)=[CH:10][CH:11]=3)[CH2:16]2)=[O:20])[CH:27]=[CH:26][CH:25]=1)([CH3:31])([CH3:30])[CH3:29].